From a dataset of Reaction yield outcomes from USPTO patents with 853,638 reactions. Predict the reaction yield, written as a fraction of the theoretical maximum amount of product (1.0 means a 100% yield; for example, 0.34 means a 34% yield). (1) The reactants are [CH:1]1([C:7]2[C:8]3[CH:9]=[CH:10][C:11]([C:32]([O:34]C)=[O:33])=[CH:12][C:13]=3[N:14]3[CH2:21][CH2:20][N:19]([CH2:22][CH2:23][N:24]([CH3:26])[CH3:25])[CH2:18][C:17]4[CH:27]=[C:28]([F:31])[CH:29]=[CH:30][C:16]=4[C:15]=23)[CH2:6][CH2:5][CH2:4][CH2:3][CH2:2]1. The catalyst is C1COCC1.CO.[OH-].[Na+]. The product is [CH:1]1([C:7]2[C:8]3[CH:9]=[CH:10][C:11]([C:32]([OH:34])=[O:33])=[CH:12][C:13]=3[N:14]3[CH2:21][CH2:20][N:19]([CH2:22][CH2:23][N:24]([CH3:26])[CH3:25])[CH2:18][C:17]4[CH:27]=[C:28]([F:31])[CH:29]=[CH:30][C:16]=4[C:15]=23)[CH2:6][CH2:5][CH2:4][CH2:3][CH2:2]1. The yield is 0.120. (2) The reactants are [CH:1]([C:4]1[CH:9]=[C:8]([N+:10]([O-:12])=[O:11])[CH:7]=[CH:6][C:5]=1N)([CH3:3])[CH3:2].N([O-])=[O:15].[Na+].O. The catalyst is S(=O)(=O)(O)O. The product is [CH:1]([C:4]1[CH:9]=[C:8]([N+:10]([O-:12])=[O:11])[CH:7]=[CH:6][C:5]=1[OH:15])([CH3:3])[CH3:2]. The yield is 0.800. (3) The reactants are [CH2:1](I)[CH3:2].C([O-])([O-])=O.[Cs+].[Cs+].[Br:10][C:11]1[C:12]([C:24]([OH:26])=[O:25])=[C:13]([C:16](=[O:23])[C:17]2[CH:22]=[CH:21][N:20]=[CH:19][CH:18]=2)[S:14][CH:15]=1. The catalyst is CC#N. The product is [Br:10][C:11]1[C:12]([C:24]([O:26][CH2:1][CH3:2])=[O:25])=[C:13]([C:16](=[O:23])[C:17]2[CH:18]=[CH:19][N:20]=[CH:21][CH:22]=2)[S:14][CH:15]=1. The yield is 0.250. (4) The reactants are [CH2:1]([O:8][C:9](=[O:52])[NH:10][CH:11]([CH2:40][C:41]1[CH:46]=[CH:45][C:44]([O:47][C:48]([CH3:51])([CH3:50])[CH3:49])=[CH:43][CH:42]=1)[CH:12]([OH:39])[CH:13]([OH:38])[CH:14]([NH:27][C:28]([O:30][CH2:31][C:32]1[CH:37]=[CH:36][CH:35]=[CH:34][CH:33]=1)=[O:29])[CH2:15][C:16]1[CH:21]=[CH:20][C:19]([O:22][C:23]([CH3:26])([CH3:25])[CH3:24])=[CH:18][CH:17]=1)[C:2]1[CH:7]=[CH:6][CH:5]=[CH:4][CH:3]=1.CO[C:55](OC)([CH3:57])[CH3:56].C1(C)C=CC(S([O-])(=O)=O)=CC=1.[NH+]1C=CC=CC=1. The catalyst is CC(C)=O. The product is [CH2:1]([O:8][C:9](=[O:52])[NH:10][CH:11]([CH:12]1[CH:13]([CH:14]([NH:27][C:28]([O:30][CH2:31][C:32]2[CH:37]=[CH:36][CH:35]=[CH:34][CH:33]=2)=[O:29])[CH2:15][C:16]2[CH:21]=[CH:20][C:19]([O:22][C:23]([CH3:26])([CH3:25])[CH3:24])=[CH:18][CH:17]=2)[O:38][C:55]([CH3:57])([CH3:56])[O:39]1)[CH2:40][C:41]1[CH:46]=[CH:45][C:44]([O:47][C:48]([CH3:51])([CH3:50])[CH3:49])=[CH:43][CH:42]=1)[C:2]1[CH:7]=[CH:6][CH:5]=[CH:4][CH:3]=1. The yield is 0.920. (5) The reactants are [Br:1][C:2]1[CH:3]=[C:4]2[C:8](=[CH:9][CH:10]=1)[NH:7][CH:6]=[CH:5]2.[H-].[Na+].S(O[CH2:24][CH:25]1[CH2:30][CH:29]2[N:31]([C:32]([O:34][CH2:35][C:36]3[CH:41]=[CH:40][CH:39]=[CH:38][CH:37]=3)=[O:33])[CH:26]1[CH2:27][CH2:28]2)(C1C=CC(C)=CC=1)(=O)=O.C(OCC)(=O)C.CCCCCC. The catalyst is CN(C=O)C. The product is [Br:1][C:2]1[CH:3]=[C:4]2[C:8](=[CH:9][CH:10]=1)[N:7]([CH2:24][CH:25]1[CH2:30][CH:29]3[N:31]([C:32]([O:34][CH2:35][C:36]4[CH:37]=[CH:38][CH:39]=[CH:40][CH:41]=4)=[O:33])[CH:26]1[CH2:27][CH2:28]3)[CH:6]=[CH:5]2. The yield is 0.600. (6) The reactants are [N:1]([CH:4]1[CH2:9][C:8]([CH3:11])([CH3:10])[CH2:7][C:6]([CH3:12])=[CH:5]1)=[N+]=[N-].[ClH:13].C(C1(N)CC(C)(C)CC(C)(C)C1)C=C. No catalyst specified. The product is [ClH:13].[CH3:12][C:6]1[CH2:7][C:8]([CH3:11])([CH3:10])[CH2:9][CH:4]([NH2:1])[CH:5]=1. The yield is 0.570. (7) The reactants are [Cl:1][C:2]1[C:14]([OH:15])=[C:13]2[C:5]([N:6]3[CH:18]([C:19]4[CH:24]=[CH:23][CH:22]=[CH:21][CH:20]=4)[CH2:17][O:16][C:8]4[CH:9]=[CH:10][CH:11]=[C:12]2[C:7]3=4)=[CH:4][CH:3]=1.C(=O)([O-])[O-].[K+].[K+].Br[CH2:32][C:33]#[N:34]. The catalyst is CN(C=O)C. The product is [Cl:1][C:2]1[CH:3]=[CH:4][C:5]2[N:6]3[CH:18]([C:19]4[CH:20]=[CH:21][CH:22]=[CH:23][CH:24]=4)[CH2:17][O:16][C:8]4[CH:9]=[CH:10][CH:11]=[C:12]([C:13]=2[C:14]=1[O:15][CH2:32][C:33]#[N:34])[C:7]3=4. The yield is 0.900. (8) The catalyst is CN(C)C=O. The yield is 0.510. The reactants are N[C:2]1[CH:23]=[C:22]([F:24])[CH:21]=[CH:20][C:3]=1[O:4][C:5]1[CH:9]=[C:8]([C:10]2[CH:11]=[C:12]([CH:15]=[CH:16][CH:17]=2)[C:13]#[N:14])[N:7]([CH2:18][CH3:19])[N:6]=1.C(ON=O)(C)(C)C. The product is [CH2:18]([N:7]1[C:8]([C:10]2[CH:11]=[C:12]([CH:15]=[CH:16][CH:17]=2)[C:13]#[N:14])=[CH:9][C:5]([O:4][C:3]2[CH:2]=[CH:23][C:22]([F:24])=[CH:21][CH:20]=2)=[N:6]1)[CH3:19]. (9) The catalyst is CS(C)=O. The yield is 0.400. The reactants are [Cl:1][C:2]1[N:3]=[CH:4][NH:5][CH:6]=1.[CH2:7]([O:10][C:11]1[CH:16]=[C:15]([N+:17]([O-:19])=[O:18])[CH:14]=[CH:13][C:12]=1Cl)[CH:8]=[CH2:9].[OH-].[K+]. The product is [CH2:7]([O:10][C:11]1[CH:16]=[C:15]([N+:17]([O-:19])=[O:18])[CH:14]=[CH:13][C:12]=1[N:5]1[CH:6]=[C:2]([Cl:1])[N:3]=[CH:4]1)[CH:8]=[CH2:9].